This data is from Full USPTO retrosynthesis dataset with 1.9M reactions from patents (1976-2016). The task is: Predict the reactants needed to synthesize the given product. (1) Given the product [C:1]([C:5]1[CH:9]=[C:8]([NH:10][C:11]([NH:13][C:14]2[C:23]3[C:18](=[CH:19][CH:20]=[CH:21][CH:22]=3)[C:17]([O:24][C:25]3[CH:30]=[CH:29][N:28]=[C:27]([NH:42][C:43]4[CH:44]=[CH:45][C:46]([S:49][CH2:50][CH2:51][OH:52])=[CH:47][CH:48]=4)[N:26]=3)=[CH:16][CH:15]=2)=[O:12])[N:7]([C:32]2[CH:37]=[CH:36][C:35]([P:38]([CH3:41])([CH3:40])=[O:39])=[CH:34][CH:33]=2)[N:6]=1)([CH3:4])([CH3:3])[CH3:2], predict the reactants needed to synthesize it. The reactants are: [C:1]([C:5]1[CH:9]=[C:8]([NH:10][C:11]([NH:13][C:14]2[C:23]3[C:18](=[CH:19][CH:20]=[CH:21][CH:22]=3)[C:17]([O:24][C:25]3[CH:30]=[CH:29][N:28]=[C:27](Cl)[N:26]=3)=[CH:16][CH:15]=2)=[O:12])[N:7]([C:32]2[CH:37]=[CH:36][C:35]([P:38]([CH3:41])([CH3:40])=[O:39])=[CH:34][CH:33]=2)[N:6]=1)([CH3:4])([CH3:3])[CH3:2].[NH2:42][C:43]1[CH:48]=[CH:47][C:46]([S:49][CH2:50][CH2:51][OH:52])=[CH:45][CH:44]=1. (2) Given the product [OH:1][C:2]1[C:3]([CH3:22])=[CH:4][C:5]([C:9]2[NH:18][C:17](=[O:19])[C:16]3[C:11](=[CH:12][CH:13]=[C:14]([CH2:20][N:27]4[CH2:28][CH2:29][N:24]([CH3:23])[CH2:25][CH2:26]4)[CH:15]=3)[N:10]=2)=[CH:6][C:7]=1[CH3:8], predict the reactants needed to synthesize it. The reactants are: [OH:1][C:2]1[C:7]([CH3:8])=[CH:6][C:5]([C:9]2[NH:18][C:17](=[O:19])[C:16]3[C:11](=[CH:12][CH:13]=[C:14]([CH:20]=O)[CH:15]=3)[N:10]=2)=[CH:4][C:3]=1[CH3:22].[CH3:23][N:24]1[CH2:29][CH2:28][NH:27][CH2:26][CH2:25]1.[BH-](OC(C)=O)(OC(C)=O)OC(C)=O.[Na+]. (3) Given the product [CH3:11][O:12][N:13]1[CH2:18][CH2:17][CH:16]([CH2:19][CH:20]=[O:21])[CH2:15][CH2:14]1, predict the reactants needed to synthesize it. The reactants are: C(Cl)(=O)C(Cl)=O.CS(C)=O.[CH3:11][O:12][N:13]1[CH2:18][CH2:17][CH:16]([CH2:19][CH2:20][OH:21])[CH2:15][CH2:14]1.C(N(CC)CC)C. (4) Given the product [CH:1]1([C:4]2[N:5]=[C:6]([NH:9][C:10]([C:12]3[C:17]([NH:18][C:21]4[CH:22]=[N:23][CH:24]=[C:25]([F:27])[CH:26]=4)=[CH:16][CH:15]=[C:14]([CH3:19])[N:13]=3)=[O:11])[S:7][CH:8]=2)[CH2:2][CH2:3]1, predict the reactants needed to synthesize it. The reactants are: [CH:1]1([C:4]2[N:5]=[C:6]([NH:9][C:10]([C:12]3[C:17]([NH2:18])=[CH:16][CH:15]=[C:14]([CH3:19])[N:13]=3)=[O:11])[S:7][CH:8]=2)[CH2:3][CH2:2]1.Br[C:21]1[CH:22]=[N:23][CH:24]=[C:25]([F:27])[CH:26]=1.